From a dataset of Experimentally validated miRNA-target interactions with 360,000+ pairs, plus equal number of negative samples. Binary Classification. Given a miRNA mature sequence and a target amino acid sequence, predict their likelihood of interaction. (1) The protein sequence of the target gene is MSPSLQEGAQLGENKPSTCSFSIERILGLDQKKDCVPLMKPHRPWADTCSSSGKDGNLCLHVPNPPSGISFPSVVDHPMPEERASKYENYFSASERLSLKRELSWYRGRRPRTAFTQNQIEVLENVFRVNCYPGIDIREDLAQKLNLEEDRIQIWFQNRRAKLKRSHRESQFLMAKKNFNTNLLE. Result: 0 (no interaction). The miRNA is rno-miR-125a-5p with sequence UCCCUGAGACCCUUUAACCUGUGA. (2) The protein sequence of the target gene is MHNFEEELTCPICYSIFEDPRVLPCSHTFCRNCLENILQASGNFYIWRPLRIPLKCPNCRSITEIAPTGIESLPVNFALRAIIEKYQQEDHPDIVTCPEHYRQPLNVYCLLDKKLVCGHCLTIGQHHGHPIDDLQSAYLKEKDTPQKLLEQLTDTHWTDLTHLIEKLKEQKSHSEKMIQGDKEAVLQYFKELNDTLEQKKKSFLTALCDVGNLINQEYTPQIERMKEIREQQLELMALTISLQEESPLKFLEKVDDVRQHVQILKQRPLPEVQPVEIYPRVSKILKEEWSRTEIGQIKNV.... The miRNA is hsa-miR-106a-3p with sequence CUGCAAUGUAAGCACUUCUUAC. Result: 1 (interaction). (3) The miRNA is mmu-miR-1247-5p with sequence ACCCGUCCCGUUCGUCCCCGGA. The protein sequence of the target gene is MGKRDNRVAYMNPIAMARSRGPIQSSGPTIQDYLNRPRPTWEEVKEQLEKKKKGSKALAEFEEKMNENWKKELEKHREKLLSGNESSSKKRQKKKKEKKKSGRYSSSSSSSSDSSSSSSDSEDEDKKQTKRRKKKKSRCHKSPESSGSDSASDSKDGSKKKKKSKDVTEREKDTKGLSKKRKMYEDKPLSSESLSESDCGEVQAKRKKSGEERERTTDKAKKRRKHKKHSKKKKKKAASSSSDSP. Result: 0 (no interaction). (4) The miRNA is hsa-miR-6808-5p with sequence CAGGCAGGGAGGUGGGACCAUG. The protein sequence of the target gene is MELRCGGLLFSSRFDSGNLAHVEKVESLSSDGEGVGGGASALTSGIASSPDYEFNVWTRPDCAETEFENGNRSWFYFSVRGGMPGKLIKINIMNMNKQSKLYSQGMAPFVRTLPTRPRWERIRDRPTFEMTETQFVLSFVHRFVEGRGATTFFAFCYPFSYSDCQELLNQLDQRFPENHPTHSSPLDTIYYHRELLCYSLDGLRVDLLTITSCHGLREDREPRLEQLFPDTSTPRPFRFAGKRIFFLSSRVHPGETPSSFVFNGFLDFILRPDDPRAQTLRRLFVFKLIPMLNPDGVVRG.... Result: 1 (interaction). (5) The miRNA is mmu-miR-669f-5p with sequence AGUUGUGUGUGCAUGUGCAUGUGU. The protein sequence of the target gene is MKMLNSVSGSFRKKAGDSRSRECRTRLERRIVGATNRWRFPQDHFCGDLLALSQMCNVLNVDLDEALKNPDRLCISKFQKLFSENIMNSGTQSGEADVILECLGFKWELHHPQIFQSGTLAKLYLTALIQNMKSSQRELDKVQKAHPSGKIKKRSPVKKIIISMRINDPAVTRVAFALALKNLYMKEVEMTVDNVLGVLASAHILQFNRLFQKCVNMMMNRLAPSTIKNFYLAGCKYEEEQLTMACEKWLAMNLVPLVGTQIHLRQIPEPLLYKVLKSPRLFTFSEFHLLKTLLMWVYLQ.... Result: 0 (no interaction). (6) Result: 0 (no interaction). The protein sequence of the target gene is MTEGTKKTSKKFKFFKFKGFGSLSNLPRSFTLRRSSASISRQSHLEPDTFEATQDDMVTVPKSPPAYARSSDMYSHMGTMPRPSIKKAQNSQAARQAQEAGPKPNLVPGGVPDPPGLEAAKEVMVKATGPLEDTPAMEPNPSAVEVDPIRKPEVPTGDVEEERPPRDVHSERAAGEPEAGSDYVKFSKEKYILDSSPEKLHKELEEELKLSSTDLRSHAWYHGRIPREVSETLVQRNGDFLIRDSLTSLGDYVLTCRWRNQALHFKINKVVVKAGESYTHIQYLFEQESFDHVPALVRYH.... The miRNA is hsa-miR-6844 with sequence UUCUUUGUUUUUAAUUCACAG. (7) The miRNA is mmu-miR-5107-5p with sequence UGGGCAGAGGAGGCAGGGACA. The protein sequence of the target gene is METQVLTPHVYWAQRHRELYLRVELSDVQNPAISITDNVLHFKAQGHGAKGDNVYEFHLEFLDLVKPEPAYRLTQRQVNITVQKKGSHWWERLTKQEKRPLFLAPDFDRWLDESDAEMELRAKEEERLNKLRLEREGSPETLTNLKKGYLFMYNLVQLLGFSWIFVNLTVRFFILGKESFYDTFHNVADMMYFCQMLALVETLNAAIGVTSTPVLPALIQFLGRNFILFLVFGTMEEMQNKAVVFFVFYSWSAIEIFRYPFYMLSCIDMDWKVLTWLRYTMWIPLYPLGCLSEAVAVIQS.... Result: 0 (no interaction).